Dataset: Reaction yield outcomes from USPTO patents with 853,638 reactions. Task: Predict the reaction yield, written as a fraction of the theoretical maximum amount of product (1.0 means a 100% yield; for example, 0.34 means a 34% yield). (1) The reactants are [Cl:1][C:2]1[CH:3]=[C:4]([N:12]=[C:13]2[N:18](CC3C=CC(Cl)=CC=3)[C:17](=[O:27])[N:16]([CH2:28][C@@H:29]([C:31]([O:33][CH3:34])=[O:32])[CH3:30])[C:15](=[O:35])[N:14]2[CH3:36])[CH:5]=[CH:6][C:7]=1[O:8][CH:9]([CH3:11])[CH3:10]. The catalyst is CO.CN(C=O)C. The product is [Cl:1][C:2]1[CH:3]=[C:4]([N:12]=[C:13]2[N:14]([CH3:36])[C:15](=[O:35])[N:16]([CH2:28][C@@H:29]([C:31]([O:33][CH3:34])=[O:32])[CH3:30])[C:17](=[O:27])[NH:18]2)[CH:5]=[CH:6][C:7]=1[O:8][CH:9]([CH3:10])[CH3:11]. The yield is 0.820. (2) The product is [S:1]1[C:5]2[CH:6]=[CH:7][CH:8]=[CH:9][C:4]=2[N:3]=[C:2]1[S:10]([CH2:11][C:12]([N:14]1[C:23]2[C:18](=[CH:19][CH:20]=[CH:21][CH:22]=2)[CH2:17][CH2:16][CH2:15]1)=[O:13])=[O:32]. The reactants are [S:1]1[C:5]2[CH:6]=[CH:7][CH:8]=[CH:9][C:4]=2[N:3]=[C:2]1[S:10][CH2:11][C:12]([N:14]1[C:23]2[C:18](=[CH:19][CH:20]=[CH:21][CH:22]=2)[CH2:17][CH2:16][CH2:15]1)=[O:13].C1C=C(Cl)C=C(C(OO)=[O:32])C=1. The yield is 0.940. The catalyst is C(Cl)Cl. (3) The reactants are C(O)(C(F)(F)F)=O.[Na].[CH3:9][O:10][C:11]1[C:16]([O:17][CH3:18])=[CH:15][C:14]([C:19](=[O:26])[CH2:20][C:21]([O:23][CH2:24][CH3:25])=[O:22])=[C:13](/[N:27]=[N:28]/N2CCCC2)[CH:12]=1. No catalyst specified. The product is [CH3:18][O:17][C:16]1[CH:15]=[C:14]2[C:13](=[CH:12][C:11]=1[O:10][CH3:9])[NH:27][N:28]=[C:20]([C:21]([O:23][CH2:24][CH3:25])=[O:22])[C:19]2=[O:26]. The yield is 0.510. (4) The reactants are [CH3:1][C:2]1[S:3][C:4]([C:10]2[CH:15]=[CH:14][CH:13]=[CH:12][CH:11]=2)=[C:5]([C:7]([OH:9])=O)[N:6]=1.CCN(C(C)C)C(C)C.CN(C(ON1N=NC2C=CC=CC1=2)=[N+](C)C)C.[B-](F)(F)(F)F.[NH:47]1[CH2:52][CH2:51][CH2:50][CH2:49][C@H:48]1[CH2:53][C:54]1[N:55]=[C:56]2[CH:61]=[CH:60][CH:59]=[C:58]([C:62]([F:65])([F:64])[F:63])[N:57]2[CH:66]=1. The catalyst is CN(C=O)C. The product is [CH3:1][C:2]1[S:3][C:4]([C:10]2[CH:15]=[CH:14][CH:13]=[CH:12][CH:11]=2)=[C:5]([C:7]([N:47]2[CH2:52][CH2:51][CH2:50][CH2:49][C@H:48]2[CH2:53][C:54]2[N:55]=[C:56]3[CH:61]=[CH:60][CH:59]=[C:58]([C:62]([F:63])([F:64])[F:65])[N:57]3[CH:66]=2)=[O:9])[N:6]=1. The yield is 0.190. (5) The reactants are [O:1]1[C:5]2[CH:6]=[CH:7][C:8]([C:10]3[O:14][N:13]=[CH:12][C:11]=3[CH2:15][CH2:16][C:17]([OH:19])=[O:18])=[CH:9][C:4]=2[O:3][CH2:2]1.S(=O)(=O)(O)O.[CH3:25]O. No catalyst specified. The product is [O:1]1[C:5]2[CH:6]=[CH:7][C:8]([C:10]3[O:14][N:13]=[CH:12][C:11]=3[CH2:15][CH2:16][C:17]([O:19][CH3:25])=[O:18])=[CH:9][C:4]=2[O:3][CH2:2]1. The yield is 0.970. (6) The reactants are [Cl:1][C:2]1[CH:7]=[CH:6][N:5]=[C:4]([CH2:8][C:9]([C:11]2[CH:16]=[CH:15][C:14]([F:17])=[CH:13][CH:12]=2)=O)[CH:3]=1.Cl.[NH2:19][OH:20].[OH-].[Na+]. The catalyst is CO. The product is [Cl:1][C:2]1[CH:7]=[CH:6][N:5]=[C:4]([CH2:8][C:9]([C:11]2[CH:16]=[CH:15][C:14]([F:17])=[CH:13][CH:12]=2)=[N:19][OH:20])[CH:3]=1. The yield is 0.840.